From a dataset of Catalyst prediction with 721,799 reactions and 888 catalyst types from USPTO. Predict which catalyst facilitates the given reaction. Reactant: [Cl:1][C:2]1[CH:3]=[C:4]2[C:9](=[C:10]([F:12])[CH:11]=1)[NH:8][C:7](=[O:13])[C:6]([C:14]#[N:15])=[C:5]2[C:16]1[CH:21]=[CH:20][CH:19]=[CH:18][CH:17]=1.[H-].[Na+].[F:24][C:25]([F:44])([F:43])[S:26](N(C1C=CC=CC=1)[S:26]([C:25]([F:44])([F:43])[F:24])(=[O:28])=[O:27])(=[O:28])=[O:27].[NH4+].[Cl-]. Product: [Cl:1][C:2]1[CH:3]=[C:4]2[C:9](=[C:10]([F:12])[CH:11]=1)[N:8]=[C:7]([O:13][S:26]([C:25]([F:44])([F:43])[F:24])(=[O:28])=[O:27])[C:6]([C:14]#[N:15])=[C:5]2[C:16]1[CH:21]=[CH:20][CH:19]=[CH:18][CH:17]=1. The catalyst class is: 3.